This data is from Full USPTO retrosynthesis dataset with 1.9M reactions from patents (1976-2016). The task is: Predict the reactants needed to synthesize the given product. (1) The reactants are: [CH2:1]([N:8]1[CH2:15][CH:14]2[CH2:16][CH:10]([CH2:11][NH:12][CH2:13]2)[CH2:9]1)[C:2]1[CH:7]=[CH:6][CH:5]=[CH:4][CH:3]=1.Br[CH2:18][CH2:19][CH2:20][C:21]1([CH2:26][CH2:27][CH3:28])[O:25][CH2:24][CH2:23][O:22]1.C([O-])([O-])=O.[K+].[K+]. Given the product [CH2:1]([N:8]1[CH2:9][CH:10]2[CH2:16][CH:14]([CH2:13][N:12]([CH2:18][CH2:19][CH2:20][C:21]3([CH2:26][CH2:27][CH3:28])[O:25][CH2:24][CH2:23][O:22]3)[CH2:11]2)[CH2:15]1)[C:2]1[CH:7]=[CH:6][CH:5]=[CH:4][CH:3]=1, predict the reactants needed to synthesize it. (2) Given the product [CH3:3][O:2][C:29]1[CH:22]=[C:23]([CH2:24][N:15]2[CH2:19][CH2:18][CH2:17][CH2:16]2)[CH:26]=[C:27]([Cl:31])[C:28]=1[OH:30], predict the reactants needed to synthesize it. The reactants are: [BH-](OC(C)=O)(OC(C)=O)[O:2][C:3](C)=O.[Na+].[NH:15]1[CH2:19][CH2:18][CH2:17][CH2:16]1.CO[C:22]1[CH:29]=[C:28]([OH:30])[C:27]([Cl:31])=[CH:26][C:23]=1[CH:24]=O.Cl. (3) Given the product [C:22]1([CH:20]([C:16]2[N:15]=[C:14]([C:13]3[CH:12]=[CH:11][CH:10]=[C:9]([C:28]4[CH:29]=[CH:30][CH:31]=[CH:32][CH:33]=4)[C:8]=3[OH:7])[CH:19]=[CH:18][CH:17]=2)[CH3:21])[CH:23]=[CH:24][CH:25]=[CH:26][CH:27]=1, predict the reactants needed to synthesize it. The reactants are: FC1C=CC(C[O:7][C:8]2[C:13]([C:14]3[CH:19]=[CH:18][CH:17]=[C:16]([C:20]([C:22]4[CH:27]=[CH:26][CH:25]=[CH:24][CH:23]=4)=[CH2:21])[N:15]=3)=[CH:12][CH:11]=[CH:10][C:9]=2[C:28]2[CH:33]=[CH:32][CH:31]=[CH:30][CH:29]=2)=CC=1. (4) Given the product [CH2:13]([N:8]1[C:7]2[CH:9]=[CH:10][CH:11]=[CH:12][C:6]=2[NH:5][CH2:4][CH2:3][C:2]1=[O:1])[CH3:14], predict the reactants needed to synthesize it. The reactants are: [O:1]=[C:2]1[NH:8][C:7]2[CH:9]=[CH:10][CH:11]=[CH:12][C:6]=2[NH:5][CH2:4][CH2:3]1.[CH2:13](I)[CH3:14]. (5) Given the product [Br:9][C:10]1[CH:15]=[CH:14][C:13]([N:6]2[CH:7]=[CH:8][C:4]([CH:1]([CH3:3])[CH3:2])=[N:5]2)=[CH:12][CH:11]=1, predict the reactants needed to synthesize it. The reactants are: [CH:1]([C:4]1[CH:8]=[CH:7][NH:6][N:5]=1)([CH3:3])[CH3:2].[Br:9][C:10]1[CH:15]=[CH:14][C:13](I)=[CH:12][CH:11]=1.C(=O)([O-])[O-].[Cs+].[Cs+].CNCCNC. (6) Given the product [C:38]1([CH:34]2[CH2:33][CH2:32][C:31]3[C:36](=[CH:37][C:28]([OH:27])=[CH:29][CH:30]=3)[O:35]2)[CH:39]=[CH:40][CH:41]=[CH:42][CH:43]=1, predict the reactants needed to synthesize it. The reactants are: [N+](C1C=CC(OC2C=C3C(=CC=2)OC(C2C=CC=CC=2)CC3)=NC=1)([O-])=O.[OH:27][C:28]1[CH:37]=[C:36]2[C:31]([C:32](=O)[CH2:33][CH:34]([C:38]3[CH:43]=[CH:42][CH:41]=[CH:40][CH:39]=3)[O:35]2)=[CH:30][CH:29]=1. (7) Given the product [Cl:20][C:17]1[CH:18]=[CH:19][C:14]([C:12]2[N:13]=[C:8]([C:6]([O:5][C:1]([CH3:2])([CH3:3])[CH3:4])=[O:7])[C:9]([C:28]([NH:31][N:32]3[CH2:37][CH2:36][CH2:35][CH2:34][CH2:33]3)=[O:29])=[N:10][C:11]=2[C:21]2[CH:22]=[CH:23][C:24]([CH3:27])=[CH:25][CH:26]=2)=[CH:15][CH:16]=1, predict the reactants needed to synthesize it. The reactants are: [C:1]([O:5][C:6]([C:8]1[C:9]([C:28](O)=[O:29])=[N:10][C:11]([C:21]2[CH:26]=[CH:25][C:24]([CH3:27])=[CH:23][CH:22]=2)=[C:12]([C:14]2[CH:19]=[CH:18][C:17]([Cl:20])=[CH:16][CH:15]=2)[N:13]=1)=[O:7])([CH3:4])([CH3:3])[CH3:2].[NH2:31][N:32]1[CH2:37][CH2:36][CH2:35][CH2:34][CH2:33]1.C(N(CC)CC)C.F[P-](F)(F)(F)(F)F.N1(O[P+](N2CCCC2)(N2CCCC2)N2CCCC2)C2C=CC=CC=2N=N1. (8) Given the product [CH:1]1([C:6]([N:8]2[CH2:13][CH:12]([C:14]3[CH:15]=[CH:16][C:17]([CH2:18][CH3:19])=[CH:20][CH:21]=3)[CH2:11][CH:10]([C:22]3[O:24][N:28]=[C:27]([C:29]4[CH:34]=[CH:33][CH:32]=[CH:31][N:30]=4)[N:26]=3)[CH2:9]2)=[O:7])[CH2:5][CH2:4][CH2:3][CH2:2]1, predict the reactants needed to synthesize it. The reactants are: [CH:1]1([C:6]([N:8]2[CH2:13][CH:12]([C:14]3[CH:19]=[CH:18][C:17]([CH2:20][CH3:21])=[CH:16][CH:15]=3)[CH2:11][CH:10]([C:22]([OH:24])=O)[CH2:9]2)=[O:7])[CH2:5][CH2:4][CH2:3][CH2:2]1.O[N:26]=[C:27]([C:29]1[CH:34]=[CH:33][CH:32]=[CH:31][N:30]=1)[NH2:28]. (9) The reactants are: Cl[C:2]1[C:12]2[CH:11]=[C:10]([C:13]([O:15][CH3:16])=[O:14])[CH2:9][CH2:8][NH:7][C:6]=2[N:5]=[CH:4][N:3]=1.[Cl:17][C:18]1[CH:19]=[C:20]([CH:22]=[CH:23][C:24]=1[O:25][C:26]1[CH:31]=[CH:30][CH:29]=[C:28]([S:32]([CH2:35][CH:36]2[CH2:38][CH2:37]2)(=[O:34])=[O:33])[CH:27]=1)[NH2:21].[Cl-].[NH+]1C=CC=CC=1. Given the product [Cl:17][C:18]1[CH:19]=[C:20]([NH:21][C:2]2[C:12]3[CH:11]=[C:10]([C:13]([O:15][CH3:16])=[O:14])[CH2:9][CH2:8][NH:7][C:6]=3[N:5]=[CH:4][N:3]=2)[CH:22]=[CH:23][C:24]=1[O:25][C:26]1[CH:31]=[CH:30][CH:29]=[C:28]([S:32]([CH2:35][CH:36]2[CH2:38][CH2:37]2)(=[O:33])=[O:34])[CH:27]=1, predict the reactants needed to synthesize it.